Dataset: Forward reaction prediction with 1.9M reactions from USPTO patents (1976-2016). Task: Predict the product of the given reaction. (1) Given the reactants CS(O[CH2:6][C:7]1[CH:12]=[C:11]([O:13][C:14]2[CH:15]=[C:16]3[C:20](=[CH:21][CH:22]=2)[N:19]([C:23](=[O:35])[NH:24][C:25]2[CH:29]=[C:28]([C:30]([F:33])([F:32])[F:31])[N:27]([CH3:34])[N:26]=2)[CH:18]=[CH:17]3)[N:10]=[CH:9][N:8]=1)(=O)=O.[NH3:36], predict the reaction product. The product is: [NH2:36][CH2:6][C:7]1[N:8]=[CH:9][N:10]=[C:11]([O:13][C:14]2[CH:15]=[C:16]3[C:20](=[CH:21][CH:22]=2)[N:19]([C:23]([NH:24][C:25]2[CH:29]=[C:28]([C:30]([F:31])([F:32])[F:33])[N:27]([CH3:34])[N:26]=2)=[O:35])[CH:18]=[CH:17]3)[CH:12]=1. (2) Given the reactants C(OC(=O)[NH:7][C@H:8]1[CH2:13][C@@H:12]([C:14]2[C:19]([F:20])=[CH:18][CH:17]=[C:16]([F:21])[C:15]=2[F:22])[C@@H:11]([CH3:23])[N:10]([CH2:24][C:25]([F:28])([F:27])[F:26])[C:9]1=[O:29])(C)(C)C.[ClH:31], predict the reaction product. The product is: [ClH:31].[NH2:7][C@H:8]1[CH2:13][C@@H:12]([C:14]2[C:19]([F:20])=[CH:18][CH:17]=[C:16]([F:21])[C:15]=2[F:22])[C@@H:11]([CH3:23])[N:10]([CH2:24][C:25]([F:28])([F:27])[F:26])[C:9]1=[O:29]. (3) Given the reactants [C:1]([O:5][C:6]([N:8]1[CH2:13][CH2:12][C:11]([CH2:20][C:21]2[CH:26]=[CH:25][C:24]([F:27])=[CH:23][CH:22]=2)([CH2:14]OS(C)(=O)=O)[CH2:10][CH2:9]1)=[O:7])([CH3:4])([CH3:3])[CH3:2].C([O-])([O-])=O.[Cs+].[Cs+].[NH:34]1[CH:38]=[CH:37][N:36]=[CH:35]1, predict the reaction product. The product is: [C:1]([O:5][C:6]([N:8]1[CH2:13][CH2:12][C:11]([CH2:20][C:21]2[CH:26]=[CH:25][C:24]([F:27])=[CH:23][CH:22]=2)([CH2:14][N:34]2[CH:38]=[CH:37][N:36]=[CH:35]2)[CH2:10][CH2:9]1)=[O:7])([CH3:4])([CH3:3])[CH3:2]. (4) Given the reactants [CH3:1][O:2][C:3]1[CH:4]=[N:5][C:6]2[C:11]([CH:12]=1)=[C:10]([CH:13]1[CH2:15][O:14]1)[CH:9]=[CH:8][CH:7]=2.[S:16]1[CH:20]=[CH:19][CH:18]=[C:17]1[S:21][CH2:22][CH2:23][CH2:24][N:25]1[CH2:30][CH2:29][NH:28][CH2:27][CH2:26]1.Cl([O-])(=O)(=O)=O.[Li+].C(=O)([O-])[O-].[K+].[K+], predict the reaction product. The product is: [CH3:1][O:2][C:3]1[CH:4]=[N:5][C:6]2[C:11]([CH:12]=1)=[C:10]([CH:13]([OH:14])[CH2:15][N:28]1[CH2:29][CH2:30][N:25]([CH2:24][CH2:23][CH2:22][S:21][C:17]3[S:16][CH:20]=[CH:19][CH:18]=3)[CH2:26][CH2:27]1)[CH:9]=[CH:8][CH:7]=2. (5) Given the reactants [CH2:1]1[CH2:10][O:9][C:8]2[CH:7]=[CH:6][C:5]([NH:11][C:12]3[N:17]=[C:16]([NH:18][C:19]4[CH:24]=[CH:23][C:22]5[O:25][CH2:26][CH2:27][O:28][C:21]=5[CH:20]=4)[C:15]([C:29]4[CH:34]=[CH:33][CH:32]=[CH:31][CH:30]=4)=[CH:14][N:13]=3)=[CH:4][C:3]=2[O:2]1.C1COC2C=CC(NC3N=C(NC4C=CC5OCCOC=5C=4)C(Br)=CN=3)=CC=2O1.[Cl:64]C1C=CC(B(O)O)=CC=1, predict the reaction product. The product is: [CH2:1]1[CH2:10][O:9][C:8]2[CH:7]=[CH:6][C:5]([NH:11][C:12]3[N:17]=[C:16]([NH:18][C:19]4[CH:24]=[CH:23][C:22]5[O:25][CH2:26][CH2:27][O:28][C:21]=5[CH:20]=4)[C:15]([C:29]4[CH:34]=[CH:33][C:32]([Cl:64])=[CH:31][CH:30]=4)=[CH:14][N:13]=3)=[CH:4][C:3]=2[O:2]1. (6) Given the reactants O.NN.[CH3:4][O:5][C:6]1[N:11]=[C:10]([CH2:12][CH2:13][N:14]2C(=O)C3C(=CC=CC=3)C2=O)[CH:9]=[CH:8][CH:7]=1, predict the reaction product. The product is: [CH3:4][O:5][C:6]1[N:11]=[C:10]([CH2:12][CH2:13][NH2:14])[CH:9]=[CH:8][CH:7]=1. (7) Given the reactants Cl([O-])(=O)(=O)=O.[Li+].[O:7]1[C:9]([CH3:11])([CH3:10])[CH2:8]1.[NH:12]1[CH2:15][CH:14]([C:16]2[CH:17]=[CH:18][C:19]3[O:28][CH2:27][CH2:26][C:25]4[S:24][C:23]([C:29]5[N:30]([CH:34]([CH3:36])[CH3:35])[N:31]=[CH:32][N:33]=5)=[N:22][C:21]=4[C:20]=3[CH:37]=2)[CH2:13]1, predict the reaction product. The product is: [CH:34]([N:30]1[C:29]([C:23]2[S:24][C:25]3[CH2:26][CH2:27][O:28][C:19]4[CH:18]=[CH:17][C:16]([CH:14]5[CH2:13][N:12]([CH2:8][C:9]([CH3:11])([OH:7])[CH3:10])[CH2:15]5)=[CH:37][C:20]=4[C:21]=3[N:22]=2)=[N:33][CH:32]=[N:31]1)([CH3:36])[CH3:35].